Dataset: Cav3 T-type calcium channel HTS with 100,875 compounds. Task: Binary Classification. Given a drug SMILES string, predict its activity (active/inactive) in a high-throughput screening assay against a specified biological target. (1) The compound is O=C(Nc1ccc(cc1)C)c1ccccc1. The result is 0 (inactive). (2) The drug is Brc1ccc(c2oc3CCCCc3c(=S)n2)cc1. The result is 0 (inactive). (3) The compound is Clc1nccnc1NN\C=C1\C(=O)C=CC=C1. The result is 0 (inactive). (4) The drug is o1nc(nc1C(n1nc(c([N+]([O-])=O)c1C)C)C)c1cc(OC)ccc1. The result is 0 (inactive).